Task: Predict the reaction yield, written as a fraction of the theoretical maximum amount of product (1.0 means a 100% yield; for example, 0.34 means a 34% yield).. Dataset: Reaction yield outcomes from USPTO patents with 853,638 reactions The reactants are [H-].[Na+].[CH3:3][CH2:4][CH:5]([OH:8])[CH2:6][CH3:7].[CH2:9](Br)[CH:10]=[CH2:11]. The catalyst is O1CCCC1.[I-].C([N+](CCCC)(CCCC)CCCC)CCC. The product is [CH2:11]([O:8][CH:5]([CH2:6][CH3:7])[CH2:4][CH3:3])[CH:10]=[CH2:9]. The yield is 0.820.